Dataset: Forward reaction prediction with 1.9M reactions from USPTO patents (1976-2016). Task: Predict the product of the given reaction. Given the reactants C(OC([N:8]1[CH2:13][CH2:12][CH2:11][C@H:10]([C:14]2[O:18][N:17]=[C:16]([O:19][C:20]3[CH:25]=[CH:24][CH:23]=[CH:22][CH:21]=3)[N:15]=2)[CH2:9]1)=O)(C)(C)C.[ClH:26], predict the reaction product. The product is: [ClH:26].[O:19]([C:16]1[N:15]=[C:14]([C@H:10]2[CH2:11][CH2:12][CH2:13][NH:8][CH2:9]2)[O:18][N:17]=1)[C:20]1[CH:21]=[CH:22][CH:23]=[CH:24][CH:25]=1.